From a dataset of Peptide-MHC class I binding affinity with 185,985 pairs from IEDB/IMGT. Regression. Given a peptide amino acid sequence and an MHC pseudo amino acid sequence, predict their binding affinity value. This is MHC class I binding data. (1) The peptide sequence is YCNTNYLSK. The MHC is HLA-A03:01 with pseudo-sequence HLA-A03:01. The binding affinity (normalized) is 0.164. (2) The peptide sequence is SQLKNNAKEI. The MHC is H-2-Db with pseudo-sequence H-2-Db. The binding affinity (normalized) is 0.471. (3) The peptide sequence is VLLAFLNSM. The MHC is HLA-A03:01 with pseudo-sequence HLA-A03:01. The binding affinity (normalized) is 0.0847. (4) The peptide sequence is SIENKHQRRL. The MHC is HLA-A02:06 with pseudo-sequence HLA-A02:06. The binding affinity (normalized) is 0.